Dataset: Full USPTO retrosynthesis dataset with 1.9M reactions from patents (1976-2016). Task: Predict the reactants needed to synthesize the given product. (1) Given the product [CH:23]([N:11]1[C:12]([C:15]2[CH:16]=[CH:17][C:18]([O:21][CH3:22])=[CH:19][CH:20]=2)=[C:13]([CH2:35][C:34]2[CH:37]=[CH:38][C:39]([O:41][CH3:42])=[CH:40][C:33]=2[O:32][CH3:31])[C:9](=[O:8])[NH:10]1)([CH3:24])[CH3:25], predict the reactants needed to synthesize it. The reactants are: C([O:8][C:9]1[C:13](Br)=[C:12]([C:15]2[CH:20]=[CH:19][C:18]([O:21][CH3:22])=[CH:17][CH:16]=2)[N:11]([CH:23]([CH3:25])[CH3:24])[N:10]=1)C1C=CC=CC=1.C([Li])CCC.[CH3:31][O:32][C:33]1[CH:40]=[C:39]([O:41][CH3:42])[CH:38]=[CH:37][C:34]=1[CH:35]=O. (2) Given the product [OH:2][NH:1][C:20]([N:17]1[CH2:18][CH2:19][N:14]([C:11]2[CH:12]=[CH:13][C:8]3[N:9]([C:5]([C:4]([F:23])([F:3])[F:22])=[N:6][N:7]=3)[N:10]=2)[CH2:15][CH2:16]1)=[NH:21], predict the reactants needed to synthesize it. The reactants are: [NH2:1][OH:2].[F:3][C:4]([F:23])([F:22])[C:5]1[N:9]2[N:10]=[C:11]([N:14]3[CH2:19][CH2:18][N:17]([C:20]#[N:21])[CH2:16][CH2:15]3)[CH:12]=[CH:13][C:8]2=[N:7][N:6]=1. (3) Given the product [Cl:17][C:18]1[N:23]=[C:22]([NH:43][C:42]2[CH:44]=[CH:45][C:39]([F:38])=[CH:40][CH:41]=2)[C:21]([CH2:25][CH3:26])=[C:20]([CH3:27])[N:19]=1, predict the reactants needed to synthesize it. The reactants are: ClC1N=C(NC2CCCCC2)C(C)=C(C)N=1.[Cl:17][C:18]1[N:23]=[C:22](Cl)[C:21]([CH2:25][CH3:26])=[C:20]([CH3:27])[N:19]=1.ClC1N=C(Cl)C(C)=C(C)N=1.[F:38][C:39]1[CH:45]=[CH:44][C:42]([NH2:43])=[CH:41][CH:40]=1. (4) Given the product [ClH:25].[CH3:1][O:2][C:3]([C:5]1[N:6]=[C:7]([C:10]2[CH:15]=[CH:14][C:13]([CH2:16][NH2:17])=[CH:12][CH:11]=2)[O:8][CH:9]=1)=[O:4], predict the reactants needed to synthesize it. The reactants are: [CH3:1][O:2][C:3]([C:5]1[N:6]=[C:7]([C:10]2[CH:15]=[CH:14][C:13]([CH2:16][NH:17]C(OC(C)(C)C)=O)=[CH:12][CH:11]=2)[O:8][CH:9]=1)=[O:4].[ClH:25].O1CCOCC1. (5) The reactants are: N[C:2]12[CH2:8][C:5]([C:9]([OH:11])=[O:10])([CH2:6][CH2:7]1)[CH2:4][CH2:3]2.C(O)(=[O:14])C.N([O-])=O.[Na+].[OH-].[K+]. Given the product [OH:14][C:2]12[CH2:8][C:5]([C:9]([OH:11])=[O:10])([CH2:6][CH2:7]1)[CH2:4][CH2:3]2, predict the reactants needed to synthesize it. (6) Given the product [CH2:15]([N:22]1[CH2:34][C@H:35]([CH3:36])[N:29]([C:30](=[O:32])[CH3:31])[C:28]2[CH:27]=[CH:26][C:25]([Br:33])=[N:24][C:23]1=2)[C:16]1[CH:21]=[CH:20][CH:19]=[CH:18][CH:17]=1, predict the reactants needed to synthesize it. The reactants are: N(C(OC(C)C)=O)=NC(OC(C)C)=O.[CH2:15]([N:22]([CH2:34][C@H:35](O)[CH3:36])[C:23]1[C:28]([NH:29][C:30](=[O:32])[CH3:31])=[CH:27][CH:26]=[C:25]([Br:33])[N:24]=1)[C:16]1[CH:21]=[CH:20][CH:19]=[CH:18][CH:17]=1.C1(P(C2C=CC=CC=2)C2C=CC=CC=2)C=CC=CC=1.